The task is: Regression. Given a peptide amino acid sequence and an MHC pseudo amino acid sequence, predict their binding affinity value. This is MHC class II binding data.. This data is from Peptide-MHC class II binding affinity with 134,281 pairs from IEDB. (1) The peptide sequence is PEKPDSVTPMILKAQK. The MHC is DRB1_1501 with pseudo-sequence DRB1_1501. The binding affinity (normalized) is 0.372. (2) The peptide sequence is VNPIASTNDDEVLIE. The MHC is DRB1_0901 with pseudo-sequence DRB1_0901. The binding affinity (normalized) is 0.260.